Dataset: Reaction yield outcomes from USPTO patents with 853,638 reactions. Task: Predict the reaction yield, written as a fraction of the theoretical maximum amount of product (1.0 means a 100% yield; for example, 0.34 means a 34% yield). (1) The reactants are Cl.Cl[C:3]1[CH:8]=[CH:7][NH:6][C:5](=[O:9])[C:4]=1[C:10]1[NH:21][C:20]2[CH:19]=[C:18]3[C:14]([CH:15]=[N:16][NH:17]3)=[CH:13][C:12]=2[N:11]=1.Cl.[NH2:23][CH2:24][C@H:25]([C:27]1[CH:32]=[CH:31][CH:30]=[C:29]([Br:33])[CH:28]=1)[OH:26].CN1CCOCC1. The catalyst is C(#N)C. The product is [Br:33][C:29]1[CH:28]=[C:27]([C@H:25]([OH:26])[CH2:24][NH:23][C:3]2[CH:8]=[CH:7][NH:6][C:5](=[O:9])[C:4]=2[C:10]2[NH:21][C:20]3[CH:19]=[C:18]4[C:14]([CH:15]=[N:16][NH:17]4)=[CH:13][C:12]=3[N:11]=2)[CH:32]=[CH:31][CH:30]=1. The yield is 0.630. (2) The reactants are [CH3:1][C:2]1[C:16](=[O:17])[N:15]=[C:14]2[N:4]([C@@H:5]3[O:9][C@H:8]([CH2:10][OH:11])[C@@H:7]([OH:12])[C@@H:6]3[O:13]2)[CH:3]=1.[CH3:18][O:19][CH2:20][CH2:21][O:22]B([O:22][CH2:21][CH2:20][O:19][CH3:18])[O:22][CH2:21][CH2:20][O:19][CH3:18]. The catalyst is COCCO. The product is [CH3:18][O:19][CH2:20][CH2:21][O:22][C@@H:6]1[C@H:7]([OH:12])[C@@H:8]([CH2:10][OH:11])[O:9][C@H:5]1[N:4]1[CH:3]=[C:2]([CH3:1])[C:16](=[O:17])[NH:15][C:14]1=[O:13]. The yield is 0.630.